From a dataset of Full USPTO retrosynthesis dataset with 1.9M reactions from patents (1976-2016). Predict the reactants needed to synthesize the given product. The reactants are: [CH3:1][N:2]([CH3:34])[C:3](=[O:33])[NH:4][C@@H:5]1[CH2:10][CH2:9][CH2:8][N:7]([C:11]2[N:12]=[C:13]([NH:20][C:21]3[CH:26]=[CH:25][C:24]([CH:27]4[CH2:32][CH2:31][NH:30][CH2:29][CH2:28]4)=[CH:23][CH:22]=3)[C:14]([C:17]([NH2:19])=[O:18])=[N:15][CH:16]=2)[CH2:6]1.CCN(C(C)C)C(C)C.[C:44]1(=O)[CH2:47][CH2:46][CH2:45]1.CC(O)=O.[BH-](OC(C)=O)(OC(C)=O)OC(C)=O.[Na+].[Cl:67]CCCl. Given the product [CH:44]1([N:30]2[CH2:29][CH2:28][CH:27]([C:24]3[CH:25]=[CH:26][C:21]([NH:20][C:13]4[C:14]([C:17]([NH2:19])=[O:18])=[N:15][CH:16]=[C:11]([N:7]5[CH2:8][CH2:9][CH2:10][C@@H:5]([NH:4][C:3]([N:2]([CH3:34])[CH3:1])=[O:33])[CH2:6]5)[N:12]=4)=[CH:22][CH:23]=3)[CH2:32][CH2:31]2)[CH2:47][CH2:46][CH2:45]1.[ClH:67], predict the reactants needed to synthesize it.